Dataset: Full USPTO retrosynthesis dataset with 1.9M reactions from patents (1976-2016). Task: Predict the reactants needed to synthesize the given product. Given the product [Cl:1][C:2]1[CH:3]=[CH:4][C:5]([O:31][CH3:32])=[C:6]([NH:8][C:9](=[O:30])[CH2:10][N:11]2[C:15]3[CH2:16][N:17]([CH2:20][C:21]([OH:23])=[O:22])[CH2:18][CH2:19][C:14]=3[C:13]([C:26]([F:29])([F:28])[F:27])=[N:12]2)[CH:7]=1, predict the reactants needed to synthesize it. The reactants are: [Cl:1][C:2]1[CH:3]=[CH:4][C:5]([O:31][CH3:32])=[C:6]([NH:8][C:9](=[O:30])[CH2:10][N:11]2[C:15]3[CH2:16][N:17]([CH2:20][C:21]([O:23]CC)=[O:22])[CH2:18][CH2:19][C:14]=3[C:13]([C:26]([F:29])([F:28])[F:27])=[N:12]2)[CH:7]=1.CO.[OH-].[Li+].